From a dataset of Full USPTO retrosynthesis dataset with 1.9M reactions from patents (1976-2016). Predict the reactants needed to synthesize the given product. Given the product [CH:14]([CH:12]1[N:11]2[C:6](=[CH:7][C:8](=[O:22])[C:9]([C:17]([O:19][CH2:20][CH3:21])=[O:18])=[CH:10]2)[C:5]2[CH:23]=[C:24]([O:25][CH3:26])[C:2]([O:1][CH2:29][C:28]([F:32])([F:31])[F:27])=[CH:3][C:4]=2[CH2:13]1)([CH3:16])[CH3:15], predict the reactants needed to synthesize it. The reactants are: [OH:1][C:2]1[C:24]([O:25][CH3:26])=[CH:23][C:5]2[C:6]3[N:11]([CH:12]([CH:14]([CH3:16])[CH3:15])[CH2:13][C:4]=2[CH:3]=1)[CH:10]=[C:9]([C:17]([O:19][CH2:20][CH3:21])=[O:18])[C:8](=[O:22])[CH:7]=3.[F:27][C:28]([F:32])([F:31])[CH2:29]I.C([O-])([O-])=O.[K+].[K+].